Task: Predict the product of the given reaction.. Dataset: Forward reaction prediction with 1.9M reactions from USPTO patents (1976-2016) (1) Given the reactants [C:1]([N:8]1[CH2:15][CH:14]([C:16]2[CH:21]=[CH:20][CH:19]=[CH:18][CH:17]=2)[CH2:13][C@H:9]1[C:10]([OH:12])=[O:11])([O:3][C:4]([CH3:7])([CH3:6])[CH3:5])=[O:2], predict the reaction product. The product is: [C:1]([N:8]1[CH2:15][CH:14]([CH:16]2[CH2:21][CH2:20][CH2:19][CH2:18][CH2:17]2)[CH2:13][C@H:9]1[C:10]([OH:12])=[O:11])([O:3][C:4]([CH3:7])([CH3:6])[CH3:5])=[O:2]. (2) Given the reactants C[O:2][C:3]([C:5]1[S:6][C:7]([C:29]#[C:30][C:31]([CH3:34])([CH3:33])[CH3:32])=[CH:8][C:9]=1[N:10]1[C@H:15]([CH:16]2[CH2:21][CH2:20][CH2:19][CH2:18][CH2:17]2)[CH2:14][O:13][C@@:12]([CH2:23][CH:24]([OH:27])[CH2:25][OH:26])([CH3:22])[C:11]1=[O:28])=[O:4].CO.O.O[Li].O, predict the reaction product. The product is: [CH:16]1([C@H:15]2[N:10]([C:9]3[CH:8]=[C:7]([C:29]#[C:30][C:31]([CH3:34])([CH3:33])[CH3:32])[S:6][C:5]=3[C:3]([OH:4])=[O:2])[C:11](=[O:28])[C@:12]([CH2:23][CH:24]([OH:27])[CH2:25][OH:26])([CH3:22])[O:13][CH2:14]2)[CH2:17][CH2:18][CH2:19][CH2:20][CH2:21]1.